Dataset: Full USPTO retrosynthesis dataset with 1.9M reactions from patents (1976-2016). Task: Predict the reactants needed to synthesize the given product. (1) The reactants are: [CH3:1][O:2][C:3]([C:5]1[CH:10]=[C:9]([Br:11])[C:8](=[O:12])[N:7]([C@@H:13]([C:15]2[CH:20]=[CH:19][CH:18]=[CH:17][CH:16]=2)[CH3:14])[C:6]=1[CH2:21]Br)=[O:4].[CH3:23][O:24][C:25](=[O:38])[CH2:26][NH:27][S:28]([C:31]1[CH:36]=[CH:35][C:34]([CH3:37])=[CH:33][CH:32]=1)(=[O:30])=[O:29].[I-].[Na+].C(=O)([O-])[O-].[K+].[K+]. Given the product [CH3:1][O:2][C:3]([C:5]1[CH:10]=[C:9]([Br:11])[C:8](=[O:12])[N:7]([C@@H:13]([C:15]2[CH:20]=[CH:19][CH:18]=[CH:17][CH:16]=2)[CH3:14])[C:6]=1[CH2:21][N:27]([CH2:26][C:25]([O:24][CH3:23])=[O:38])[S:28]([C:31]1[CH:32]=[CH:33][C:34]([CH3:37])=[CH:35][CH:36]=1)(=[O:30])=[O:29])=[O:4], predict the reactants needed to synthesize it. (2) Given the product [C:1]1([CH2:11][N:12]2[CH2:17][CH2:16][CH:15]([CH2:18][NH:19][C:20]3[NH:24][C:23]4[CH:33]=[CH:34][C:35]([CH:37]([OH:40])[CH2:38][CH3:39])=[CH:36][C:22]=4[N:21]=3)[CH2:14][CH2:13]2)[C:10]2[C:5](=[CH:6][CH:7]=[CH:8][CH:9]=2)[CH:4]=[CH:3][CH:2]=1, predict the reactants needed to synthesize it. The reactants are: [C:1]1([CH2:11][N:12]2[CH2:17][CH2:16][CH:15]([CH2:18][N:19](COCC[Si](C)(C)C)[C:20]3[N:24](COCC[Si](C)(C)C)[C:23]4[CH:33]=[CH:34][C:35]([CH:37]([OH:40])[CH2:38][CH3:39])=[CH:36][C:22]=4[N:21]=3)[CH2:14][CH2:13]2)[C:10]2[C:5](=[CH:6][CH:7]=[CH:8][CH:9]=2)[CH:4]=[CH:3][CH:2]=1.C(OCC)(=O)C.O.